Dataset: Full USPTO retrosynthesis dataset with 1.9M reactions from patents (1976-2016). Task: Predict the reactants needed to synthesize the given product. (1) Given the product [CH2:16]([O:15][C:13](=[O:14])[C:12](=[O:18])[CH2:8][C:6]1[C:5]([N+:9]([O-:11])=[O:10])=[CH:4][N:3]=[C:2]([Cl:1])[CH:7]=1)[CH3:17], predict the reactants needed to synthesize it. The reactants are: [Cl:1][C:2]1[CH:7]=[C:6]([CH3:8])[C:5]([N+:9]([O-:11])=[O:10])=[CH:4][N:3]=1.[C:12](OCC)(=[O:18])[C:13]([O:15][CH2:16][CH3:17])=[O:14].N12CCCN=C1CCCCC2. (2) The reactants are: [CH3:1][O:2][C:3](=[O:34])[CH2:4][C@H:5]1[C:9]2[CH:10]=[CH:11][C:12]([O:14][C@H:15]3[C:23]4[C:18](=[C:19]([O:25][C:26]5[CH:31]=[CH:30][C:29](Br)=[CH:28][C:27]=5[F:33])[CH:20]=[CH:21][C:22]=4[F:24])[CH2:17][CH2:16]3)=[CH:13][C:8]=2[O:7][CH2:6]1.[CH3:35][C:36]1[C:40](B(O)O)=[C:39]([CH3:44])[O:38][N:37]=1. Given the product [CH3:1][O:2][C:3](=[O:34])[CH2:4][C@H:5]1[C:9]2[CH:10]=[CH:11][C:12]([O:14][C@H:15]3[C:23]4[C:18](=[C:19]([O:25][C:26]5[CH:31]=[CH:30][C:29]([C:40]6[C:36]([CH3:35])=[N:37][O:38][C:39]=6[CH3:44])=[CH:28][C:27]=5[F:33])[CH:20]=[CH:21][C:22]=4[F:24])[CH2:17][CH2:16]3)=[CH:13][C:8]=2[O:7][CH2:6]1, predict the reactants needed to synthesize it. (3) Given the product [Cl:11][C:12]1[N:17]=[C:16]([O:1][C:2]2[CH:3]=[C:4]3[C:8](=[CH:9][CH:10]=2)[NH:7][CH:6]=[CH:5]3)[CH:15]=[CH:14][N:13]=1, predict the reactants needed to synthesize it. The reactants are: [OH:1][C:2]1[CH:3]=[C:4]2[C:8](=[CH:9][CH:10]=1)[NH:7][CH:6]=[CH:5]2.[Cl:11][C:12]1[N:17]=[C:16](Cl)[CH:15]=[CH:14][N:13]=1.C(=O)([O-])[O-].[Cs+].[Cs+].CN(C=O)C. (4) Given the product [NH2:4][C:3]1[CH:5]=[CH:6][CH:7]=[CH:8][C:2]=1[C:1](=[O:18])[CH:10]([CH3:12])[CH3:11], predict the reactants needed to synthesize it. The reactants are: [C:1](#N)[C:2]1[C:3](=[CH:5][CH:6]=[CH:7][CH:8]=1)[NH2:4].[CH:10]([Mg]Br)([CH3:12])[CH3:11].C1C[O:18]CC1. (5) Given the product [CH3:1][C:2]([CH:4]1[C:9]([CH3:11])([CH3:10])[CH2:8][CH2:7][CH:6]=[C:5]1[CH3:12])=[O:3].[CH3:28][C:29]([C:31]1[C:36]([CH3:38])([CH3:37])[CH2:35][CH2:34][CH2:33][C:32]=1[CH3:39])=[O:30], predict the reactants needed to synthesize it. The reactants are: [CH3:1][C:2]([CH:4]1[C:9]([CH3:11])([CH3:10])[CH2:8][CH:7]=[CH:6][CH:5]1[CH3:12])=[O:3].C[O-].[K+].C1CCCCCCCCCCC1.[CH3:28][C:29]([C@@H:31]1[C:36]([CH3:38])([CH3:37])[CH2:35][CH:34]=[CH:33][C@H:32]1[CH3:39])=[O:30]. (6) Given the product [F:1][CH:2]1[CH2:7][CH:6]([C:8]2[CH:13]=[CH:12][C:11]([N+:14]([O-:16])=[O:15])=[CH:10][C:9]=2[F:17])[CH2:5][CH2:4][C:3]1=[O:18], predict the reactants needed to synthesize it. The reactants are: [F:1][CH:2]1[CH2:7][CH:6]([C:8]2[CH:13]=[CH:12][C:11]([N+:14]([O-:16])=[O:15])=[CH:10][C:9]=2[F:17])[CH2:5][CH2:4][CH:3]1[OH:18].N1C=CN=C1.[Si](Cl)(C(C)(C)C)(C)C. (7) Given the product [C:19]([OH:21])(=[O:20])[CH3:18].[I:1][C:2]1[CH:3]=[CH:4][C:5]([CH2:8][N:9]2[C:13]3[CH:14]([CH2:18][C:19]([OH:21])=[O:20])[CH2:15][CH2:16][CH2:17][C:12]=3[N:11]=[C:10]2[CH:29]([CH3:31])[CH3:30])=[CH:6][CH:7]=1, predict the reactants needed to synthesize it. The reactants are: [I:1][C:2]1[CH:7]=[CH:6][C:5]([CH2:8][N:9]2[C:13]3[CH:14]([C:18](C([O-])=O)(C([O-])=O)[C:19]([O:21]C)=[O:20])[CH2:15][CH2:16][CH2:17][C:12]=3[N:11]=[C:10]2[CH:29]([CH3:31])[CH3:30])=[CH:4][CH:3]=1.[OH-].[Na+].C(O)(=O)C. (8) Given the product [F:1][C:2]1[CH:7]=[C:6]([S:8]([CH3:11])(=[O:10])=[O:9])[C:5]([F:12])=[CH:4][C:3]=1[NH:13][C@H:14]1[CH2:20][CH2:19][CH2:18][CH2:17][N:16]([CH:21]2[CH2:26][CH2:25][N:24]([C:35]#[N:34])[CH2:23][CH2:22]2)[C:15]1=[O:27], predict the reactants needed to synthesize it. The reactants are: [F:1][C:2]1[CH:7]=[C:6]([S:8]([CH3:11])(=[O:10])=[O:9])[C:5]([F:12])=[CH:4][C:3]=1[NH:13][C@H:14]1[CH2:20][CH2:19][CH2:18][CH2:17][N:16]([CH:21]2[CH2:26][CH2:25][NH:24][CH2:23][CH2:22]2)[C:15]1=[O:27].C(=O)([O-])[O-].[K+].[K+].[N:34]#[C:35]Br.[OH-].[Na+]. (9) Given the product [NH2:7][S:8]([C:11]1[C:12]([Cl:35])=[CH:13][C:14]([NH:28][CH2:29][C:30]2[O:31][CH:32]=[CH:33][CH:34]=2)=[C:15]([CH:27]=1)[C:16]([O:18][CH2:19][CH2:20][CH2:1][C:2]([Cl:4])=[O:3])=[O:17])(=[O:9])=[O:10], predict the reactants needed to synthesize it. The reactants are: [C:1](Cl)(=O)[C:2]([Cl:4])=[O:3].[NH2:7][S:8]([C:11]1[C:12]([Cl:35])=[CH:13][C:14]([NH:28][CH2:29][C:30]2[O:31][CH:32]=[CH:33][CH:34]=2)=[C:15]([CH:27]=1)[C:16]([O:18][CH2:19][CH2:20]CC(OCC)=O)=[O:17])(=[O:10])=[O:9].